Dataset: Full USPTO retrosynthesis dataset with 1.9M reactions from patents (1976-2016). Task: Predict the reactants needed to synthesize the given product. Given the product [C:44]([N:21]1[C:22]2[C:17](=[C:16]([NH:15][C:14]([N:11]3[CH2:12][CH2:13][N:8]([C:5]4[N:6]=[N:7][C:2]([C:39]([N:35]([CH3:36])[CH3:32])=[O:49])=[CH:3][CH:4]=4)[CH2:9][CH:10]3[CH:29]([CH3:30])[CH3:31])=[NH:26])[CH:25]=[CH:24][CH:23]=2)[CH:18]=[CH:19][CH2:20]1)#[N:43], predict the reactants needed to synthesize it. The reactants are: Br[C:2]1[N:7]=[N:6][C:5]([N:8]2[CH2:13][CH2:12][N:11]([C:14](=[N:26]C#N)[NH:15][C:16]3[CH:25]=[CH:24][CH:23]=[C:22]4[C:17]=3[CH:18]=[CH:19][CH:20]=[N:21]4)[CH:10]([CH:29]([CH3:31])[CH3:30])[CH2:9]2)=[CH:4][CH:3]=1.[CH:32]([N:35]([CH2:39]C)[CH:36](C)C)(C)C.Cl.C[NH:43][CH3:44].ClCCl.[C]=[O:49].